From a dataset of Reaction yield outcomes from USPTO patents with 853,638 reactions. Predict the reaction yield, written as a fraction of the theoretical maximum amount of product (1.0 means a 100% yield; for example, 0.34 means a 34% yield). (1) The reactants are [C:1]([CH2:3][C:4]1[CH:5]=[C:6]([N:20]2[C:24]3=[N:25][CH:26]=[CH:27][CH:28]=[C:23]3[C:22]([C:29]([O:31]C)=O)=[N:21]2)[CH:7]=[C:8]([C:10]#[C:11][C@:12]2([OH:19])[CH2:16][CH2:15][N:14]([CH3:17])[C:13]2=[O:18])[CH:9]=1)#[N:2].[NH3:33]. The catalyst is CO. The product is [C:1]([CH2:3][C:4]1[CH:5]=[C:6]([N:20]2[C:24]3=[N:25][CH:26]=[CH:27][CH:28]=[C:23]3[C:22]([C:29]([NH2:33])=[O:31])=[N:21]2)[CH:7]=[C:8]([C:10]#[C:11][C@:12]2([OH:19])[CH2:16][CH2:15][N:14]([CH3:17])[C:13]2=[O:18])[CH:9]=1)#[N:2]. The yield is 0.160. (2) The reactants are [CH:1]1[C:14]2[C:5](=[N:6][C:7]3[C:12]([C:13]=2[NH:15][S:16]([C:19]2[C:24]([CH3:25])=[CH:23][C:22]([CH3:26])=[CH:21][C:20]=2[CH3:27])(=[O:18])=[O:17])=[CH:11][CH:10]=[CH:9][CH:8]=3)[CH:4]=[CH:3][CH:2]=1.[H-].[Na+].[Br:30][CH2:31][CH2:32][CH2:33][CH2:34][CH2:35]Br. The catalyst is CN(C=O)C. The product is [CH:1]1[C:14]2[C:5](=[N:6][C:7]3[C:12]([C:13]=2[N:15]([CH2:35][CH2:34][CH2:33][CH2:32][CH2:31][Br:30])[S:16]([C:19]2[C:20]([CH3:27])=[CH:21][C:22]([CH3:26])=[CH:23][C:24]=2[CH3:25])(=[O:17])=[O:18])=[CH:11][CH:10]=[CH:9][CH:8]=3)[CH:4]=[CH:3][CH:2]=1. The yield is 0.600. (3) The reactants are [NH2:1][C:2]1[NH:3][C:4](=O)[C:5]2[S:10][C:9](=[O:11])[N:8]([C@@H:12]3[O:24][C@H:23]([CH2:25][O:26][C:27](=[O:29])[CH3:28])[C@@H:18]([O:19][C:20](=[O:22])[CH3:21])[C@H:13]3[O:14][C:15](=[O:17])[CH3:16])[C:6]=2[N:7]=1.P12(SP3(SP(SP(S3)(S1)=S)(=S)S2)=S)=[S:32]. The catalyst is N1C=CC=CC=1. The product is [NH2:1][C:2]1[NH:3][C:4](=[S:32])[C:5]2[S:10][C:9](=[O:11])[N:8]([C@@H:12]3[O:24][C@H:23]([CH2:25][O:26][C:27](=[O:29])[CH3:28])[C@@H:18]([O:19][C:20](=[O:22])[CH3:21])[C@H:13]3[O:14][C:15](=[O:17])[CH3:16])[C:6]=2[N:7]=1. The yield is 0.900. (4) The reactants are [Cl:1][C:2]1[N:3]=[CH:4][CH:5]=[C:6]2[CH:10]=[CH:9][NH:8][C:7]=12.[H-].[Na+].CI.[C:15](O)(=O)C. The catalyst is CN(C=O)C. The product is [Cl:1][C:2]1[N:3]=[CH:4][CH:5]=[C:6]2[CH:10]=[CH:9][N:8]([CH3:15])[C:7]=12. The yield is 0.920.